Dataset: Experimentally validated miRNA-target interactions with 360,000+ pairs, plus equal number of negative samples. Task: Binary Classification. Given a miRNA mature sequence and a target amino acid sequence, predict their likelihood of interaction. The miRNA is hsa-miR-138-2-3p with sequence GCUAUUUCACGACACCAGGGUU. The protein sequence of the target gene is MSGGRFDFDDGGAYCGGWEGGKAHGHGLCTGPKGQGEYSGSWNFGFEVAGVYTWPSGNTFEGYWSQGKRHGLGIETKGRWLYKGEWTHGFKGRYGIRQSTNSGAKYEGTWNNGLQDGYGTETYADGGTYQGQFTNGMRHGYGVRQSVPYGMAVVVRSPLRTSLSSLRSEHSNGTVAPDSPAADGPTLPLPPVPRGGFALSLLATAEAARPPGLFTRGALLGRLRRSESRTSLGSQRSRLSFLKSELSSGASDAASTGSLAEGAEGPDDAAAPFDADIDATTTETYMGEWKNDKRSGFGVS.... Result: 0 (no interaction).